From a dataset of Human liver microsome stability data. Regression/Classification. Given a drug SMILES string, predict its absorption, distribution, metabolism, or excretion properties. Task type varies by dataset: regression for continuous measurements (e.g., permeability, clearance, half-life) or binary classification for categorical outcomes (e.g., BBB penetration, CYP inhibition). Dataset: hlm. (1) The compound is CS(=O)(=O)c1ccc(-n2cc(Cl)c(OC3CCN(c4ncc(C(F)(F)F)cn4)CC3)cc2=O)c(F)c1. The result is 0 (unstable in human liver microsomes). (2) The molecule is CC(=O)NC[C@H]1CN(c2ccc(-c3ccc(/C=N/N4CCN(C)CC4)nc3)c(F)c2)C(=O)O1. The result is 0 (unstable in human liver microsomes). (3) The drug is COc1cc2c(N3CCN(C(=O)Nc4ccc(OC(C)C)cc4)CC3)ncnc2cc1OCCn1ncnn1. The result is 0 (unstable in human liver microsomes). (4) The result is 0 (unstable in human liver microsomes). The drug is CC(C)(C)c1ccc(-c2ccc(C#N)cn2)cc1. (5) The result is 0 (unstable in human liver microsomes). The drug is Cc1cc(C)nc(Nc2ncc(C(=O)NCCc3c(C)[nH]c4ccccc34)cn2)c1. (6) The molecule is Cc1ccc(-c2nc3ccccc3s2)cc1NC(=O)c1cc([N+](=O)[O-])ccc1Cl. The result is 0 (unstable in human liver microsomes).